From a dataset of Reaction yield outcomes from USPTO patents with 853,638 reactions. Predict the reaction yield, written as a fraction of the theoretical maximum amount of product (1.0 means a 100% yield; for example, 0.34 means a 34% yield). (1) The reactants are Cl.[Br:2][C:3]1[CH:13]=[CH:12][C:6]([C:7](=[NH:11])OCC)=[CH:5][CH:4]=1.[CH:14]([NH:16][NH2:17])=O.C(N(CC)CC)C. No catalyst specified. The product is [Br:2][C:3]1[CH:4]=[CH:5][C:6]([C:7]2[NH:11][CH:14]=[N:16][N:17]=2)=[CH:12][CH:13]=1. The yield is 0.480. (2) The reactants are [C:1]([C:4]1[CH:5]=[C:6](B(O)O)[CH:7]=[CH:8][CH:9]=1)(=[O:3])[CH3:2].[F-].[K+].Cl[C:16]1[CH:17]=[N:18][CH:19]=[CH:20][CH:21]=1. The catalyst is C([O-])(=O)C.[Pd+2].C([O-])(=O)C.C(P(C(C)(C)C)C1C=CC=CC=1C1C=CC=CC=1)(C)(C)C.C1COCC1. The product is [C:1]([C:4]1[CH:5]=[C:6]([C:16]2[CH:17]=[N:18][CH:19]=[CH:20][CH:21]=2)[CH:7]=[CH:8][CH:9]=1)(=[O:3])[CH3:2]. The yield is 0.920. (3) The reactants are [Br:1][C:2]1[N:7]=[C:6]([NH:8][C@H:9]([C:11]2[CH:16]=[CH:15][CH:14]=[CH:13][CH:12]=2)[CH3:10])[C:5]([NH2:17])=[N:4][CH:3]=1.[C:18](N1C=CN=C1)(N1C=CN=C1)=[O:19]. The catalyst is C1COCC1. The product is [Br:1][C:2]1[N:7]=[C:6]2[N:8]([C@H:9]([C:11]3[CH:12]=[CH:13][CH:14]=[CH:15][CH:16]=3)[CH3:10])[C:18]([OH:19])=[N:17][C:5]2=[N:4][CH:3]=1. The yield is 0.660. (4) The reactants are C1C=CC2N(O)N=NC=2C=1.[Cl:11][C:12]1[CH:13]=[C:14]2[C:18](=[CH:19][CH:20]=1)[NH:17][C:16]([C:21]([OH:23])=O)=[CH:15]2.CCN(C(C)C)C(C)C.CCN=C=NCCCN(C)C.[NH2:44][CH:45]1[CH2:54][C:53]2[C:48](=[CH:49][CH:50]=[CH:51][CH:52]=2)[N:47]([CH2:55][CH2:56][CH2:57][O:58][Si:59]([C:62]([CH3:65])([CH3:64])[CH3:63])([CH3:61])[CH3:60])[C:46]1=[O:66]. The catalyst is C(Cl)Cl. The product is [Si:59]([O:58][CH2:57][CH2:56][CH2:55][N:47]1[C:48]2[C:53](=[CH:52][CH:51]=[CH:50][CH:49]=2)[CH2:54][CH:45]([NH:44][C:21]([C:16]2[NH:17][C:18]3[C:14]([CH:15]=2)=[CH:13][C:12]([Cl:11])=[CH:20][CH:19]=3)=[O:23])[C:46]1=[O:66])([C:62]([CH3:64])([CH3:65])[CH3:63])([CH3:61])[CH3:60]. The yield is 0.820.